This data is from Full USPTO retrosynthesis dataset with 1.9M reactions from patents (1976-2016). The task is: Predict the reactants needed to synthesize the given product. (1) Given the product [NH2:1][C:2]1[N:3]=[CH:4][C:5]([C:18]2[CH:26]=[CH:25][C:21]([CH:22]=[O:23])=[C:20]([CH3:28])[CH:19]=2)=[N:6][C:7]=1[NH:8][CH2:9][C:10]1[C:11]([Cl:17])=[CH:12][CH:13]=[CH:14][C:15]=1[Cl:16], predict the reactants needed to synthesize it. The reactants are: [NH2:1][C:2]1[N:3]=[CH:4][C:5]([C:18]2[CH:26]=[CH:25][C:21]([C:22](O)=[O:23])=[CH:20][CH:19]=2)=[N:6][C:7]=1[NH:8][CH2:9][C:10]1[C:15]([Cl:16])=[CH:14][CH:13]=[CH:12][C:11]=1[Cl:17].Br[C:28]1N=C(NCC2C(Cl)=CC=CC=2Cl)C(N)=NC=1.CC1C=C(B2OC(C)(C)C(C)(C)O2)C=CC=1C=O. (2) Given the product [CH3:14][O:15][C:16](=[O:24])[C:17]1[CH:22]=[CH:21][CH:20]=[CH:19][C:18]=1[NH:23][C:6](=[O:8])[CH2:5][O:4][C:3]1[CH:9]=[CH:10][C:11]([Cl:13])=[CH:12][C:2]=1[Cl:1], predict the reactants needed to synthesize it. The reactants are: [Cl:1][C:2]1[CH:12]=[C:11]([Cl:13])[CH:10]=[CH:9][C:3]=1[O:4][CH2:5][C:6]([OH:8])=O.[CH3:14][O:15][C:16](=[O:24])[C:17]1[CH:22]=[CH:21][CH:20]=[CH:19][C:18]=1[NH2:23].F[P-](F)(F)(F)(F)F.N1(O[P+](N2CCCC2)(N2CCCC2)N2CCCC2)C2C=CC=CC=2N=N1.C(N(CC)C(C)C)(C)C. (3) The reactants are: [F:1][C:2]([F:33])([F:32])[C:3]1[CH:4]=[C:5]([CH:25]=[C:26]([C:28]([F:31])([F:30])[F:29])[CH:27]=1)[CH2:6][N:7]([CH3:24])[C:8](=[O:23])[C:9]1[C:14]([C:15]2[CH:20]=[CH:19][CH:18]=[CH:17][C:16]=2[CH3:21])=[CH:13][C:12](Cl)=[N:11][CH:10]=1.[CH2:34]([CH2:36][NH2:37])[OH:35]. Given the product [F:1][C:2]([F:33])([F:32])[C:3]1[CH:4]=[C:5]([CH:25]=[C:26]([C:28]([F:31])([F:30])[F:29])[CH:27]=1)[CH2:6][N:7]([CH3:24])[C:8](=[O:23])[C:9]1[C:14]([C:15]2[CH:20]=[CH:19][CH:18]=[CH:17][C:16]=2[CH3:21])=[CH:13][C:12]([NH:37][CH2:36][CH2:34][OH:35])=[N:11][CH:10]=1, predict the reactants needed to synthesize it.